This data is from Forward reaction prediction with 1.9M reactions from USPTO patents (1976-2016). The task is: Predict the product of the given reaction. (1) Given the reactants C(OC(O[CH2:8][CH3:9])CBr)C.COCCOC.C(=O)([O-])O.[Na+].[NH2:21][C:22]1[CH:27]=[C:26]([C:28]([F:31])([F:30])[F:29])[N:25]=[CH:24][N:23]=1, predict the reaction product. The product is: [F:31][C:28]([F:29])([F:30])[C:26]1[N:25]=[CH:24][N:23]2[CH:8]=[CH:9][N:21]=[C:22]2[CH:27]=1. (2) Given the reactants Br[C:2]1[CH:7]=[CH:6][C:5]([CH:8]2[CH2:10][CH2:9]2)=[CH:4][CH:3]=1.[B:11](OC(C)C)([O:16]C(C)C)[O:12]C(C)C.Cl, predict the reaction product. The product is: [CH:8]1([C:5]2[CH:6]=[CH:7][C:2]([B:11]([OH:16])[OH:12])=[CH:3][CH:4]=2)[CH2:10][CH2:9]1. (3) The product is: [CH2:1]([O:3][C:4](=[O:15])[CH:5]([C:6]1[CH:11]=[CH:10][C:9]([O:12][CH2:13][CH3:14])=[CH:8][CH:7]=1)[C:36](=[O:37])[C:35]1[CH:34]=[CH:33][C:32]([S:29]([CH3:28])(=[O:31])=[O:30])=[CH:40][CH:39]=1)[CH3:2]. Given the reactants [CH2:1]([O:3][C:4](=[O:15])[CH2:5][C:6]1[CH:11]=[CH:10][C:9]([O:12][CH2:13][CH3:14])=[CH:8][CH:7]=1)[CH3:2].C(N1C=CN=C1)(N1C=CN=C1)=O.[CH3:28][S:29]([C:32]1[CH:40]=[CH:39][C:35]([C:36](O)=[O:37])=[CH:34][CH:33]=1)(=[O:31])=[O:30].[H-].[Na+], predict the reaction product. (4) Given the reactants CS(O[CH2:6][CH:7]([O:16][CH:17]([CH3:19])[CH3:18])[CH2:8][C:9]1[CH:14]=[CH:13][C:12]([Cl:15])=[CH:11][CH:10]=1)(=O)=O.CO.O.[N-:23]=[N+:24]=[N-:25].[Na+], predict the reaction product. The product is: [N:23]([CH2:6][CH:7]([O:16][CH:17]([CH3:19])[CH3:18])[CH2:8][C:9]1[CH:14]=[CH:13][C:12]([Cl:15])=[CH:11][CH:10]=1)=[N+:24]=[N-:25]. (5) Given the reactants CN(C=O)C.O=P(Cl)(Cl)Cl.[CH2:11](N1C2C=CC=CC=2C2C1=CC=CC=2)[CH2:12][CH2:13][CH2:14][CH2:15][CH2:16][CH2:11][CH2:12][CH2:13][CH2:14][CH2:15][CH2:16]C.[CH2:37]([N:44]1[C:56]2[CH:55]=[CH:54][C:53]([CH:57]=[O:58])=[CH:52][C:51]=2[C:50]2[C:45]1=[CH:46][CH:47]=[C:48]([CH:59]=[O:60])[CH:49]=2)[CH2:38][CH2:39][CH2:40][CH2:41][CH2:42][CH3:43], predict the reaction product. The product is: [CH2:37]([N:44]1[C:56]2[CH:55]=[CH:54][C:53]([CH:57]=[O:58])=[CH:52][C:51]=2[C:50]2[C:45]1=[CH:46][CH:47]=[C:48]([CH:59]=[O:60])[CH:49]=2)[CH2:38][CH2:39][CH2:40][CH2:41][CH2:42][CH2:43][CH2:11][CH2:12][CH2:13][CH2:14][CH2:15][CH3:16].